From a dataset of Catalyst prediction with 721,799 reactions and 888 catalyst types from USPTO. Predict which catalyst facilitates the given reaction. (1) Reactant: [CH2:1]([C:4]1([S:7]([N:10]2[C:14]3=[CH:15][C:16]4[S:20][CH:19]=[N:18][C:17]=4[C:21]([F:22])=[C:13]3[N:12]([C:23]3[CH:28]=[CH:27][C:26]([I:29])=[CH:25][C:24]=3[F:30])C2=O)(=[O:9])=[O:8])[CH2:6][CH2:5]1)[CH:2]=[CH2:3].C[Si](C)(C)[O-].[K+]. Product: [CH2:1]([C:4]1([S:7]([NH:10][C:14]2[C:13]([NH:12][C:23]3[CH:28]=[CH:27][C:26]([I:29])=[CH:25][C:24]=3[F:30])=[C:21]([F:22])[C:17]3[N:18]=[CH:19][S:20][C:16]=3[CH:15]=2)(=[O:9])=[O:8])[CH2:6][CH2:5]1)[CH:2]=[CH2:3]. The catalyst class is: 1. (2) Reactant: Cl[CH2:2][C:3]1[CH:4]=[C:5]([CH:13]=[CH:14][CH:15]=1)[C:6]([O:8][C:9]([CH3:12])([CH3:11])[CH3:10])=[O:7].[NH2:16][C:17]1[CH:29]=[CH:28][C:20]([C:21]([O:23][C:24]([CH3:27])([CH3:26])[CH3:25])=[O:22])=[CH:19][CH:18]=1.C(=O)([O-])[O-].[K+].[K+].[I-].[K+]. Product: [C:24]([O:23][C:21]([C:20]1[CH:19]=[CH:18][C:17]([NH:16][CH2:2][C:3]2[CH:4]=[C:5]([CH:13]=[CH:14][CH:15]=2)[C:6]([O:8][C:9]([CH3:12])([CH3:11])[CH3:10])=[O:7])=[CH:29][CH:28]=1)=[O:22])([CH3:27])([CH3:25])[CH3:26]. The catalyst class is: 35. (3) Reactant: [Br-].[N+:2]([C:5]1[C:30]([N+:31]([O-:33])=[O:32])=[CH:29][CH:28]=[CH:27][C:6]=1[CH2:7][P+](C1C=CC=CC=1)(C1C=CC=CC=1)C1C=CC=CC=1)([O-:4])=[O:3].CN(C=O)C.CC(C)([O-])C.[K+].[CH:45]([C:47]1[N:48]=[C:49]([NH:52][C:53](=[O:55])[CH3:54])[S:50][CH:51]=1)=O. Product: [N+:2]([C:5]1[C:30]([N+:31]([O-:33])=[O:32])=[CH:29][CH:28]=[CH:27][C:6]=1/[CH:7]=[CH:45]\[C:47]1[N:48]=[C:49]([NH:52][C:53](=[O:55])[CH3:54])[S:50][CH:51]=1)([O-:4])=[O:3]. The catalyst class is: 13. (4) Reactant: [CH3:1][O:2][C:3]1[N:8]=[CH:7][C:6]([NH2:9])=[C:5]([C:10]#[C:11][CH:12]([CH3:14])[CH3:13])[CH:4]=1.CC([O-])(C)C.[K+]. Product: [CH:12]([C:11]1[NH:9][C:6]2=[CH:7][N:8]=[C:3]([O:2][CH3:1])[CH:4]=[C:5]2[CH:10]=1)([CH3:14])[CH3:13]. The catalyst class is: 60. (5) Reactant: [CH3:1][O-:2].[Na+].Cl.Cl[C:6]1[CH:15]=[C:14]([C:16]2[CH:21]=[CH:20][CH:19]=[C:18]([Cl:22])[CH:17]=2)[C:13]2[C:8](=[CH:9][CH:10]=[C:11]([C:23]([C:25]3[CH:30]=[CH:29][C:28]([Cl:31])=[CH:27][CH:26]=3)=[O:24])[CH:12]=2)[N:7]=1. Product: [Cl:31][C:28]1[CH:27]=[CH:26][C:25]([C:23]([C:11]2[CH:12]=[C:13]3[C:8](=[CH:9][CH:10]=2)[N:7]=[C:6]([O:2][CH3:1])[CH:15]=[C:14]3[C:16]2[CH:21]=[CH:20][CH:19]=[C:18]([Cl:22])[CH:17]=2)=[O:24])=[CH:30][CH:29]=1. The catalyst class is: 5. (6) Reactant: C([CH:3]1[CH2:7][CH2:6][CH2:5][N:4]1[CH2:8][C:9]1[CH:14]=[CH:13][CH:12]=[CH:11][C:10]=1[N+:15]([O-])=O)C. Product: [N:4]1([CH2:8][C:9]2[CH:14]=[CH:13][CH:12]=[CH:11][C:10]=2[NH2:15])[CH2:5][CH2:6][CH2:7][CH2:3]1. The catalyst class is: 43.